From a dataset of Reaction yield outcomes from USPTO patents with 853,638 reactions. Predict the reaction yield, written as a fraction of the theoretical maximum amount of product (1.0 means a 100% yield; for example, 0.34 means a 34% yield). (1) The reactants are C([O:3][C:4]([C:6]1([C:9]2[CH:14]=[CH:13][C:12]([C:15]3[CH:20]=[CH:19][C:18]([C:21]4[S:22][C:23]([Cl:40])=[CH:24][C:25]=4[NH:26][C:27]([O:29][C@@H:30]([C:32]4[CH:37]=[C:36]([F:38])[CH:35]=[CH:34][C:33]=4[F:39])[CH3:31])=[O:28])=[CH:17][CH:16]=3)=[CH:11][CH:10]=2)[CH2:8][CH2:7]1)=[O:5])C.[OH-].[Na+].C(OCC)(=O)C. The catalyst is C(O)(C)C. The product is [Cl:40][C:23]1[S:22][C:21]([C:18]2[CH:19]=[CH:20][C:15]([C:12]3[CH:13]=[CH:14][C:9]([C:6]4([C:4]([OH:5])=[O:3])[CH2:8][CH2:7]4)=[CH:10][CH:11]=3)=[CH:16][CH:17]=2)=[C:25]([NH:26][C:27]([O:29][C@@H:30]([C:32]2[CH:37]=[C:36]([F:38])[CH:35]=[CH:34][C:33]=2[F:39])[CH3:31])=[O:28])[CH:24]=1. The yield is 0.620. (2) The reactants are [C:1]([O:5][C:6]([NH:8][CH:9]([C:13]1[CH:18]=[CH:17][CH:16]=[CH:15][C:14]=1[F:19])[C:10]([OH:12])=[O:11])=[O:7])([CH3:4])([CH3:3])[CH3:2].C(=NC1CCCCC1)=NC1CCCCC1.N1(O)C2C=CC=CC=2N=N1.[N:45]12[CH2:52][CH2:51][CH:48]([CH2:49][CH2:50]1)[C@@H:47](O)[CH2:46]2. The catalyst is C1COCC1. The product is [C:1]([O:5][C:6]([NH:8][CH:9]([C:13]1[CH:18]=[CH:17][CH:16]=[CH:15][C:14]=1[F:19])[C:10]([O:12][C@@H:47]1[CH:48]2[CH2:51][CH2:52][N:45]([CH2:50][CH2:49]2)[CH2:46]1)=[O:11])=[O:7])([CH3:4])([CH3:2])[CH3:3]. The yield is 1.00. (3) The catalyst is [OH-].[Na+]. The product is [CH2:14]([O:1][C:2]1[CH:12]=[CH:11][CH:10]=[CH:9][C:3]=1[O:4][CH2:5][C:6]([OH:8])=[O:7])[CH2:15][CH2:16][CH3:17]. The yield is 0.610. The reactants are [OH:1][C:2]1[CH:12]=[CH:11][CH:10]=[CH:9][C:3]=1[O:4][CH2:5][C:6]([OH:8])=[O:7].Br[CH2:14][CH2:15][CH2:16][CH3:17].CS(C)=O.Cl.